Task: Predict the reactants needed to synthesize the given product.. Dataset: Full USPTO retrosynthesis dataset with 1.9M reactions from patents (1976-2016) Given the product [NH2:33][C:32]1[C:27]([C:26]([NH:25][C:20]2[CH:21]=[N:22][CH:23]=[CH:24][C:19]=2[C@H:17]2[CH2:18][C@@H:13]([OH:12])[C@:14]([CH2:46][CH3:47])([OH:45])[C@@H:15]([CH3:44])[O:16]2)=[O:43])=[N:28][C:29]([C:3]2[CH:8]=[CH:7][N:6]=[N:5][CH:4]=2)=[CH:30][CH:31]=1, predict the reactants needed to synthesize it. The reactants are: Br.Br[C:3]1[CH:8]=[CH:7][N:6]=[N:5][CH:4]=1.C([O:12][C@@H:13]1[CH2:18][C@H:17]([C:19]2[CH:24]=[CH:23][N:22]=[CH:21][C:20]=2[NH:25][C:26](=[O:43])[C:27]2[C:32]([NH2:33])=[CH:31][CH:30]=[C:29](B3OC(C)(C)C(C)(C)O3)[N:28]=2)[O:16][C@H:15]([CH3:44])[C@@:14]1([CH2:46][CH3:47])[OH:45])(=O)C.